From a dataset of Full USPTO retrosynthesis dataset with 1.9M reactions from patents (1976-2016). Predict the reactants needed to synthesize the given product. (1) Given the product [C:1](=[O:13])([S:11][CH3:12])[O:2][CH2:3][CH2:4][O:21][C:14](=[O:22])[C:15]1[CH:20]=[CH:19][CH:18]=[CH:17][CH:16]=1, predict the reactants needed to synthesize it. The reactants are: [C:1](=[O:13])([S:11][CH3:12])[O:2][CH:3](OC(=O)C(C)C)[CH3:4].[C:14]([OH:22])(=[O:21])[C:15]1[CH:20]=[CH:19][CH:18]=[CH:17][CH:16]=1. (2) Given the product [F:20][C:18]1([F:21])[O:17][C:11]2=[CH:12][CH:13]=[C:14]3[C:9]([N:8]=[C:7]([NH2:22])[N:6]4[N:5]=[C:4]([CH2:3][N:34]5[CH2:33][CH2:32][N:31]([C:28]6[CH:29]=[CH:30][C:25]([F:24])=[CH:26][CH:27]=6)[CH2:38][C:35]65[CH2:37][CH2:36]6)[N:16]=[C:15]34)=[C:10]2[O:19]1, predict the reactants needed to synthesize it. The reactants are: Cl.Cl[CH2:3][C:4]1[N:16]=[C:15]2[N:6]([C:7]([NH2:22])=[N:8][C:9]3[C:14]2=[CH:13][CH:12]=[C:11]2[O:17][C:18]([F:21])([F:20])[O:19][C:10]=32)[N:5]=1.Cl.[F:24][C:25]1[CH:30]=[CH:29][C:28]([N:31]2[CH2:38][C:35]3([CH2:37][CH2:36]3)[NH:34][CH2:33][CH2:32]2)=[CH:27][CH:26]=1.C(N(CC)C(C)C)(C)C.[I-].[K+].C(=O)([O-])O.[Na+]. (3) Given the product [F:1][C:2]1[CH:3]=[C:4]([CH:5]=[CH:6][C:7]=1[N:8]1[CH2:13][CH2:12][O:11][CH2:10][CH2:9]1)[NH2:14], predict the reactants needed to synthesize it. The reactants are: [F:1][C:2]1[CH:3]=[C:4]([N+:14]([O-])=O)[CH:5]=[CH:6][C:7]=1[N:8]1[CH2:13][CH2:12][O:11][CH2:10][CH2:9]1.C([O-])=O.[NH4+]. (4) Given the product [CH3:1][C:2]1[CH:3]=[C:4]2[CH:10]=[CH:9][NH:8][C:5]2=[N:6][CH:7]=1, predict the reactants needed to synthesize it. The reactants are: [CH3:1][C:2]1[CH:3]=[C:4]2[CH:10]=[CH:9][N:8]([Si](C(C)C)(C(C)C)C(C)C)[C:5]2=[N:6][CH:7]=1.[F-].C([N+](CCCC)(CCCC)CCCC)CCC.O. (5) Given the product [ClH:27].[F:1][C:2]1[C:3]([CH2:8][O:9][C:10]2[C:11]3[N:12]([C:16]([C:20]([OH:22])=[O:21])=[C:17]([CH3:19])[N:18]=3)[CH:13]=[CH:14][CH:15]=2)=[N:4][CH:5]=[CH:6][CH:7]=1, predict the reactants needed to synthesize it. The reactants are: [F:1][C:2]1[C:3]([CH2:8][O:9][C:10]2[C:11]3[N:12]([C:16]([C:20]([O:22]CC)=[O:21])=[C:17]([CH3:19])[N:18]=3)[CH:13]=[CH:14][CH:15]=2)=[N:4][CH:5]=[CH:6][CH:7]=1.[OH-].[Li+].[ClH:27]. (6) Given the product [CH:21]1([NH:26][C:8]2[CH:9]=[CH:10][C:5]([C:3](=[O:4])[C:2]([F:13])([F:12])[F:1])=[CH:6][CH:7]=2)[CH2:25][CH2:24][CH2:23][CH2:22]1, predict the reactants needed to synthesize it. The reactants are: [F:1][C:2]([F:13])([F:12])[C:3]([C:5]1[CH:10]=[CH:9][C:8](F)=[CH:7][CH:6]=1)=[O:4].C(N(CC)CC)C.[CH:21]1([NH2:26])[CH2:25][CH2:24][CH2:23][CH2:22]1.